Predict the reactants needed to synthesize the given product. From a dataset of Full USPTO retrosynthesis dataset with 1.9M reactions from patents (1976-2016). (1) Given the product [CH3:30][C:23]1[C:24]([N+:27]([O-:29])=[O:28])=[CH:25][CH:26]=[C:21]([N:11]2[CH2:12][CH2:13][C@@H:9]([N:5]3[CH2:6][CH2:7][CH2:8][C@@H:4]3[CH3:3])[CH2:10]2)[N:22]=1, predict the reactants needed to synthesize it. The reactants are: Cl.Cl.[CH3:3][C@@H:4]1[CH2:8][CH2:7][CH2:6][N:5]1[C@H:9]1[CH2:13][CH2:12][NH:11][CH2:10]1.C([O-])([O-])=O.[K+].[K+].Cl[C:21]1[CH:26]=[CH:25][C:24]([N+:27]([O-:29])=[O:28])=[C:23]([CH3:30])[N:22]=1.C([O-])(O)=O.[Na+]. (2) The reactants are: C(OC(=O)[NH:7][CH:8]([C:10]1[CH:15]=[C:14]([CH3:16])[N:13]=[C:12]([NH:17][C:18](=[O:20])[CH3:19])[CH:11]=1)[CH3:9])(C)(C)C.[ClH:22]. Given the product [ClH:22].[NH2:7][CH:8]([C:10]1[CH:15]=[C:14]([CH3:16])[N:13]=[C:12]([NH:17][C:18](=[O:20])[CH3:19])[CH:11]=1)[CH3:9], predict the reactants needed to synthesize it. (3) Given the product [F:13][C:14]1[N:22]=[C:21]2[C:17]([N:18]=[CH:19][N:20]2[CH:28]2[CH2:33][CH2:32][CH2:31][CH2:30][O:29]2)=[C:16]([NH2:23])[N:15]=1, predict the reactants needed to synthesize it. The reactants are: C/C(/O[Si](C)(C)C)=N\[Si](C)(C)C.[F:13][C:14]1[NH:15][C:16]([NH2:23])=[C:17]2[C:21]([N:22]=1)=[N:20][CH:19]=[N:18]2.C(O[CH:28]1[CH2:33][CH2:32][CH2:31][CH2:30][O:29]1)(=O)C.FC(F)(F)S(O[Si](C)(C)C)(=O)=O. (4) Given the product [CH2:19]([CH:21]([CH2:36][CH2:37][CH2:38][CH3:39])[CH2:22][O:23][C:24]1[CH:25]=[CH:26][C:27]([C:30]#[CH:31])=[CH:28][CH:29]=1)[CH3:20], predict the reactants needed to synthesize it. The reactants are: [F-].C([N+](CCCC)(CCCC)CCCC)CCC.[CH2:19]([CH:21]([CH2:36][CH2:37][CH2:38][CH3:39])[CH2:22][O:23][C:24]1[CH:29]=[CH:28][C:27]([C:30]#[C:31][Si](C)(C)C)=[CH:26][CH:25]=1)[CH3:20]. (5) Given the product [CH2:13]([NH:20][C@H:8]1[CH2:9][CH2:10][N:5]([S:2]([CH3:1])(=[O:4])=[O:3])[CH2:6][C@H:7]1[CH3:12])[C:14]1[CH:19]=[CH:18][CH:17]=[CH:16][CH:15]=1, predict the reactants needed to synthesize it. The reactants are: [CH3:1][S:2]([N:5]1[CH2:10][CH2:9][C:8](=O)[CH:7]([CH3:12])[CH2:6]1)(=[O:4])=[O:3].[CH2:13]([NH2:20])[C:14]1[CH:19]=[CH:18][CH:17]=[CH:16][CH:15]=1. (6) Given the product [CH3:1][O:2][C:3]([C:5]1[CH:14]=[CH:13][C:12]2[C:7](=[CH:8][CH:9]=[CH:10][CH:11]=2)[C:6]=1[O:15][CH2:50][C:47]1[CH:46]=[N:45][C:44]([Cl:43])=[CH:49][CH:48]=1)=[O:4], predict the reactants needed to synthesize it. The reactants are: [CH3:1][O:2][C:3]([C:5]1[CH:14]=[CH:13][C:12]2[C:7](=[CH:8][CH:9]=[CH:10][CH:11]=2)[C:6]=1[OH:15])=[O:4].CN(CC1C=C(CN(C)C)C(O)=C(CN(C)C)C=1)C.C(=O)([O-])[O-].[Cs+].[Cs+].[I-].[K+].[Cl:43][C:44]1[CH:49]=[CH:48][C:47]([CH2:50]Cl)=[CH:46][N:45]=1. (7) Given the product [CH3:29][O:28][C:27]([NH:26][C@@H:22]([CH:23]([CH3:25])[CH3:24])[C:21]([N:14]1[CH2:15][C@@H:16]([CH2:18][O:19][CH3:20])[CH2:17][C@H:13]1[C:11]1[NH:12][C:8]([C:5]2[CH:6]=[CH:7][C:2]([C:53]3[CH:52]=[CH:51][C:50]([C:47]4[NH:46][C:45]([C@@H:35]5[CH2:34][C@H:33]([CH3:32])[CH2:37][N:36]5[C:38]([O:40][C:41]([CH3:42])([CH3:44])[CH3:43])=[O:39])=[N:49][CH:48]=4)=[CH:55][CH:54]=3)=[CH:3][CH:4]=2)=[CH:9][N:10]=1)=[O:31])=[O:30], predict the reactants needed to synthesize it. The reactants are: Br[C:2]1[CH:7]=[CH:6][C:5]([C:8]2[NH:12][C:11]([C@@H:13]3[CH2:17][C@H:16]([CH2:18][O:19][CH3:20])[CH2:15][N:14]3[C:21](=[O:31])[C@@H:22]([NH:26][C:27](=[O:30])[O:28][CH3:29])[CH:23]([CH3:25])[CH3:24])=[N:10][CH:9]=2)=[CH:4][CH:3]=1.[CH3:32][C@@H:33]1[CH2:37][N:36]([C:38]([O:40][C:41]([CH3:44])([CH3:43])[CH3:42])=[O:39])[C@H:35]([C:45]2[NH:46][C:47]([C:50]3[CH:55]=[CH:54][C:53](B4OC(C)(C)C(C)(C)O4)=[CH:52][CH:51]=3)=[CH:48][N:49]=2)[CH2:34]1.C([O-])([O-])=O.[K+].[K+].